The task is: Predict which catalyst facilitates the given reaction.. This data is from Catalyst prediction with 721,799 reactions and 888 catalyst types from USPTO. (1) Reactant: [CH3:1][O:2][C:3]1[CH:8]=[CH:7][C:6](B(O)O)=[CH:5][C:4]=1[CH3:12].Br[C:14]1[S:18][C:17]([CH3:19])=[N:16][CH:15]=1.C(=O)([O-])[O-].[Na+].[Na+].O1CCOCC1. Product: [CH3:19][C:17]1[S:18][C:14]([C:6]2[CH:7]=[CH:8][C:3]([O:2][CH3:1])=[C:4]([CH3:12])[CH:5]=2)=[CH:15][N:16]=1. The catalyst class is: 6. (2) Reactant: [NH2:1][C:2]1[CH:9]=[CH:8][C:5]([C:6]#[N:7])=[C:4]([I:10])[CH:3]=1.[C:11]1(=O)[O:16][C:14](=[O:15])[CH:13]=[CH:12]1. Product: [O:15]=[C:14]1[CH:13]=[CH:12][C:11](=[O:16])[N:1]1[C:2]1[CH:9]=[CH:8][C:5]([C:6]#[N:7])=[C:4]([I:10])[CH:3]=1. The catalyst class is: 15. (3) Reactant: Br[C:2]1[CH:38]=[CH:37][C:5]([O:6][C@H:7]2[C@H:15]([CH3:16])[O:14][C:13](=[O:17])[C@@H:12]([N:18]([C:26]([O:28][C:29]([CH3:32])([CH3:31])[CH3:30])=[O:27])[C:19](=[O:25])[O:20][C:21]([CH3:24])([CH3:23])[CH3:22])[CH2:11][CH2:10][CH2:9][C@@H:8]2[O:33][CH2:34][CH2:35][CH3:36])=[CH:4][CH:3]=1.[C:39]1(B(O)O)[CH:44]=[CH:43][CH:42]=[CH:41][CH:40]=1.C([O-])([O-])=O.[Na+].[Na+]. Product: [C:21]([O:20][C:19]([N:18]([C@H:12]1[CH2:11][CH2:10][CH2:9][C@H:8]([O:33][CH2:34][CH2:35][CH3:36])[C@@H:7]([O:6][C:5]2[CH:37]=[CH:38][C:2]([C:39]3[CH:44]=[CH:43][CH:42]=[CH:41][CH:40]=3)=[CH:3][CH:4]=2)[C@H:15]([CH3:16])[O:14][C:13]1=[O:17])[C:26](=[O:27])[O:28][C:29]([CH3:32])([CH3:31])[CH3:30])=[O:25])([CH3:24])([CH3:23])[CH3:22]. The catalyst class is: 532. (4) Reactant: C(Cl)(=O)C(Cl)=O.CS(C)=O.[F:11][CH:12]1[CH:17]([O:18][CH2:19][CH:20]([OH:27])[C:21]2[CH:26]=[CH:25][CH:24]=[CH:23][CH:22]=2)[CH2:16][CH2:15][CH:14]([NH:28][C:29](=[O:35])[O:30][C:31]([CH3:34])([CH3:33])[CH3:32])[CH2:13]1. Product: [F:11][CH:12]1[CH:17]([O:18][CH2:19][C:20](=[O:27])[C:21]2[CH:22]=[CH:23][CH:24]=[CH:25][CH:26]=2)[CH2:16][CH2:15][CH:14]([NH:28][C:29](=[O:35])[O:30][C:31]([CH3:33])([CH3:32])[CH3:34])[CH2:13]1. The catalyst class is: 4.